From a dataset of NCI-60 drug combinations with 297,098 pairs across 59 cell lines. Regression. Given two drug SMILES strings and cell line genomic features, predict the synergy score measuring deviation from expected non-interaction effect. Drug 1: CNC(=O)C1=CC=CC=C1SC2=CC3=C(C=C2)C(=NN3)C=CC4=CC=CC=N4. Drug 2: N.N.Cl[Pt+2]Cl. Cell line: HOP-92. Synergy scores: CSS=-1.63, Synergy_ZIP=0.197, Synergy_Bliss=-5.74, Synergy_Loewe=-5.68, Synergy_HSA=-7.08.